This data is from Full USPTO retrosynthesis dataset with 1.9M reactions from patents (1976-2016). The task is: Predict the reactants needed to synthesize the given product. (1) Given the product [CH2:1]([N:8]1[CH2:13][CH2:12][O:11][CH:10]([C:14]2[CH:19]=[CH:18][C:17]([O:20][C:24]3[C:23]([Cl:22])=[CH:28][CH:27]=[CH:26][C:25]=3[Cl:29])=[C:16]([Cl:21])[CH:15]=2)[CH2:9]1)[C:2]1[CH:3]=[CH:4][CH:5]=[CH:6][CH:7]=1, predict the reactants needed to synthesize it. The reactants are: [CH2:1]([N:8]1[CH2:13][CH2:12][O:11][CH:10]([C:14]2[CH:19]=[CH:18][C:17]([OH:20])=[C:16]([Cl:21])[CH:15]=2)[CH2:9]1)[C:2]1[CH:7]=[CH:6][CH:5]=[CH:4][CH:3]=1.[Cl:22][C:23]1[CH:28]=[CH:27][CH:26]=[C:25]([Cl:29])[C:24]=1F.C([O-])([O-])=O.[K+].[K+]. (2) Given the product [Cl:31][C:30]1[CH:29]=[CH:28][C:27]([C:32]([CH3:37])([CH3:38])[C:33]([O:35][CH3:36])=[O:34])=[CH:26][C:25]=1[NH:24][C:4](=[O:5])[C:3]1[CH:7]=[CH:8][C:9]([O:11][CH2:12][C@@H:13]2[CH2:18][N:17]([CH3:19])[C:16]3[CH:20]=[CH:21][CH:22]=[CH:23][C:15]=3[O:14]2)=[CH:10][C:2]=1[Cl:1], predict the reactants needed to synthesize it. The reactants are: [Cl:1][C:2]1[CH:10]=[C:9]([O:11][CH2:12][C@@H:13]2[CH2:18][N:17]([CH3:19])[C:16]3[CH:20]=[CH:21][CH:22]=[CH:23][C:15]=3[O:14]2)[CH:8]=[CH:7][C:3]=1[C:4](Cl)=[O:5].[NH2:24][C:25]1[CH:26]=[C:27]([C:32]([CH3:38])([CH3:37])[C:33]([O:35][CH3:36])=[O:34])[CH:28]=[CH:29][C:30]=1[Cl:31].N1C=CC=CC=1.O. (3) Given the product [Cl:1][C:2]1[CH:10]=[C:9]2[C:5]([C:6]([C:11]([N:13]3[CH2:18][CH2:17][C:16]4([C:22]5[CH:23]=[CH:24][CH:25]=[CH:26][C:21]=5[CH2:20][O:19]4)[CH2:15][CH2:14]3)=[O:12])=[CH:7][N:8]2[C:33]([N:27]2[CH2:32][CH2:31][CH2:30][CH2:29][CH2:28]2)=[O:34])=[CH:4][CH:3]=1, predict the reactants needed to synthesize it. The reactants are: [Cl:1][C:2]1[CH:10]=[C:9]2[C:5]([C:6]([C:11]([N:13]3[CH2:18][CH2:17][C:16]4([C:22]5[CH:23]=[CH:24][CH:25]=[CH:26][C:21]=5[CH2:20][O:19]4)[CH2:15][CH2:14]3)=[O:12])=[CH:7][NH:8]2)=[CH:4][CH:3]=1.[N:27]1([C:33](Cl)=[O:34])[CH2:32][CH2:31][CH2:30][CH2:29][CH2:28]1.